Dataset: Forward reaction prediction with 1.9M reactions from USPTO patents (1976-2016). Task: Predict the product of the given reaction. (1) Given the reactants [Cl:1]C(OC(Cl)C)=O.C([N:15]1[CH2:20][CH2:19][C:18]([F:22])([F:21])[CH2:17][CH2:16]1)C1C=CC=CC=1, predict the reaction product. The product is: [ClH:1].[F:21][C:18]1([F:22])[CH2:19][CH2:20][NH:15][CH2:16][CH2:17]1. (2) Given the reactants Br[C:2]1[CH:3]=[C:4]([CH:16]=[C:17]([C:19]2[CH:24]=[CH:23][C:22]([CH3:25])=[CH:21][N:20]=2)[CH:18]=1)[C:5]([NH:7][CH2:8][C:9]1[CH:10]=[N:11][C:12]([CH3:15])=[CH:13][CH:14]=1)=[O:6].[F:26][C:27]1[CH:32]=[CH:31][CH:30]=[CH:29][C:28]=1B(O)O.C(=O)([O-])[O-].[Cs+].[Cs+].O.CN(C)C=O, predict the reaction product. The product is: [CH3:15][C:12]1[N:11]=[CH:10][C:9]([CH2:8][NH:7][C:5]([C:4]2[CH:3]=[C:2]([C:28]3[CH:29]=[CH:30][CH:31]=[CH:32][C:27]=3[F:26])[CH:18]=[C:17]([C:19]3[CH:24]=[CH:23][C:22]([CH3:25])=[CH:21][N:20]=3)[CH:16]=2)=[O:6])=[CH:14][CH:13]=1. (3) Given the reactants [CH3:1][N:2]1[C:10]2[C:5](=[CH:6][CH:7]=[C:8]([C:11]3[CH:12]=[N:13][C:14](S(C)(=O)=O)=[N:15][CH:16]=3)[CH:9]=2)[C:4]([CH3:22])([CH3:21])[C:3]1=[O:23].[OH-].[NH4+:25], predict the reaction product. The product is: [NH2:25][C:14]1[N:13]=[CH:12][C:11]([C:8]2[CH:9]=[C:10]3[C:5]([C:4]([CH3:22])([CH3:21])[C:3](=[O:23])[N:2]3[CH3:1])=[CH:6][CH:7]=2)=[CH:16][N:15]=1. (4) Given the reactants [C:1]([O:5][C:6](=[O:19])[NH:7][CH2:8][C:9]1[CH:14]=[C:13]([CH:15]=O)[CH:12]=[C:11]([Cl:17])[C:10]=1[F:18])([CH3:4])([CH3:3])[CH3:2].[NH:20]1[CH2:25][CH2:24][O:23][CH2:22][CH2:21]1.C(O)(=O)C.C(O[BH-](OC(=O)C)OC(=O)C)(=O)C.[Na+], predict the reaction product. The product is: [C:1]([O:5][C:6](=[O:19])[NH:7][CH2:8][C:9]1[CH:14]=[C:13]([CH2:15][N:20]2[CH2:25][CH2:24][O:23][CH2:22][CH2:21]2)[CH:12]=[C:11]([Cl:17])[C:10]=1[F:18])([CH3:4])([CH3:3])[CH3:2].